This data is from Forward reaction prediction with 1.9M reactions from USPTO patents (1976-2016). The task is: Predict the product of the given reaction. (1) Given the reactants [S:1]1[CH:5]=[CH:4][CH:3]=[C:2]1[C:6]([C:8]1[CH:9]=[N:10][N:11]2[C:16]([C:17]3[CH:18]=[C:19]([C:23]4[CH:28]=[CH:27][C:26]([CH:29]=O)=[CH:25][CH:24]=4)[CH:20]=[CH:21][CH:22]=3)=[CH:15][CH:14]=[N:13][C:12]=12)=[O:7].[NH:31]1[CH2:36][CH2:35][O:34][CH2:33][CH2:32]1.C(O[BH-](OC(=O)C)OC(=O)C)(=O)C.[Na+].C(O)(=O)C, predict the reaction product. The product is: [N:31]1([CH2:29][C:26]2[CH:25]=[CH:24][C:23]([C:19]3[CH:20]=[CH:21][CH:22]=[C:17]([C:16]4[N:11]5[N:10]=[CH:9][C:8]([C:6]([C:2]6[S:1][CH:5]=[CH:4][CH:3]=6)=[O:7])=[C:12]5[N:13]=[CH:14][CH:15]=4)[CH:18]=3)=[CH:28][CH:27]=2)[CH2:36][CH2:35][O:34][CH2:33][CH2:32]1. (2) Given the reactants Cl[C:2]1[C:7]([C:8]2[CH:13]=[CH:12][N:11]=[C:10]([NH:14][C:15]3[CH:22]=[CH:21][C:18]([C:19]#[N:20])=[CH:17][CH:16]=3)[N:9]=2)=[CH:6][N:5]=[C:4]([S:23][CH3:24])[N:3]=1.[CH:25]([Mg]Br)([CH3:27])[CH3:26], predict the reaction product. The product is: [CH:25]([C:2]1[C:7]([C:8]2[CH:13]=[CH:12][N:11]=[C:10]([NH:14][C:15]3[CH:22]=[CH:21][C:18]([C:19]#[N:20])=[CH:17][CH:16]=3)[N:9]=2)=[CH:6][N:5]=[C:4]([S:23][CH3:24])[N:3]=1)([CH3:27])[CH3:26]. (3) Given the reactants C(OC([N:8]1[CH2:13][CH2:12][N:11]([CH2:14][CH:15]([OH:46])[CH2:16][N:17]2[C:25]3[CH2:24][CH2:23][N:22]([S:26]([CH3:29])(=[O:28])=[O:27])[CH2:21][C:20]=3[C:19]([C:30]3[CH:35]=[CH:34][C:33]([Cl:36])=[C:32]([C:37]#[C:38][C:39]4[CH:44]=[CH:43][C:42]([Cl:45])=[CH:41][CH:40]=4)[CH:31]=3)=[N:18]2)[CH2:10][CH2:9]1)=O)(C)(C)C.C(O)(C(F)(F)F)=O, predict the reaction product. The product is: [Cl:36][C:33]1[CH:34]=[CH:35][C:30]([C:19]2[C:20]3[CH2:21][N:22]([S:26]([CH3:29])(=[O:28])=[O:27])[CH2:23][CH2:24][C:25]=3[N:17]([CH2:16][CH:15]([OH:46])[CH2:14][N:11]3[CH2:10][CH2:9][NH:8][CH2:13][CH2:12]3)[N:18]=2)=[CH:31][C:32]=1[C:37]#[C:38][C:39]1[CH:40]=[CH:41][C:42]([Cl:45])=[CH:43][CH:44]=1. (4) Given the reactants C(OC([NH:11][C:12]1[N:17]=[CH:16][C:15]2[C:18]([N:40]([CH2:48][CH3:49])[C:41](=[O:47])[O:42][C:43]([CH3:46])([CH3:45])[CH3:44])=[N:19][N:20]([C:21]([C:34]3[CH:39]=[CH:38][CH:37]=[CH:36][CH:35]=3)([C:28]3[CH:33]=[CH:32][CH:31]=[CH:30][CH:29]=3)[C:22]3[CH:27]=[CH:26][CH:25]=[CH:24][CH:23]=3)[C:14]=2[CH:13]=1)=O)C1C=CC=CC=1, predict the reaction product. The product is: [NH2:11][C:12]1[N:17]=[CH:16][C:15]2[C:18]([N:40]([CH2:48][CH3:49])[C:41](=[O:47])[O:42][C:43]([CH3:44])([CH3:45])[CH3:46])=[N:19][N:20]([C:21]([C:34]3[CH:35]=[CH:36][CH:37]=[CH:38][CH:39]=3)([C:28]3[CH:33]=[CH:32][CH:31]=[CH:30][CH:29]=3)[C:22]3[CH:23]=[CH:24][CH:25]=[CH:26][CH:27]=3)[C:14]=2[CH:13]=1. (5) Given the reactants Br[C:2]1[C:3]([NH:9][C:10]([CH3:21])([CH3:20])[CH2:11][NH:12][C:13](=[O:19])[O:14][C:15]([CH3:18])([CH3:17])[CH3:16])=[N:4][C:5]([Cl:8])=[N:6][CH:7]=1.[CH2:22]([O:24][CH:25]([O:28][CH2:29][CH3:30])[C:26]#[CH:27])[CH3:23].ClC1N=C(NCCNC(=O)OC(C)(C)C)C(C#CC(OCC)OCC)=CN=1, predict the reaction product. The product is: [Cl:8][C:5]1[N:4]=[C:3]([NH:9][C:10]([CH3:21])([CH3:20])[CH2:11][NH:12][C:13](=[O:19])[O:14][C:15]([CH3:18])([CH3:17])[CH3:16])[C:2]([C:27]#[C:26][CH:25]([O:28][CH2:29][CH3:30])[O:24][CH2:22][CH3:23])=[CH:7][N:6]=1.